Predict which catalyst facilitates the given reaction. From a dataset of Catalyst prediction with 721,799 reactions and 888 catalyst types from USPTO. (1) Reactant: [Br:1][C:2]1[CH:3]=[CH:4][C:5]2[S:9](=[O:11])(=[O:10])[NH:8][CH2:7][C:6]=2[CH:12]=1.Cl[CH2:14][CH2:15][S:16][CH3:17].C([O-])([O-])=O.[K+].[K+].N#N. Product: [Br:1][C:2]1[CH:3]=[CH:4][C:5]2[S:9](=[O:10])(=[O:11])[N:8]([CH2:14][CH2:15][S:16][CH3:17])[CH2:7][C:6]=2[CH:12]=1. The catalyst class is: 18. (2) Reactant: Cl[C:2]1[C:9]([Cl:10])=[CH:8][C:7]([N+:11]([O-:13])=[O:12])=[CH:6][C:3]=1[CH:4]=O.[SH:14][CH2:15][C:16]([O:18][CH3:19])=[O:17].[OH-].[K+]. Product: [CH3:19][O:18][C:16]([C:15]1[S:14][C:2]2[C:9]([Cl:10])=[CH:8][C:7]([N+:11]([O-:13])=[O:12])=[CH:6][C:3]=2[CH:4]=1)=[O:17]. The catalyst class is: 18.